Dataset: Catalyst prediction with 721,799 reactions and 888 catalyst types from USPTO. Task: Predict which catalyst facilitates the given reaction. (1) Reactant: O[CH2:2][C:3](=[CH2:9])[C:4]([O:6][CH2:7][CH3:8])=[O:5].CCN(S(F)(F)[F:16])CC.C([O-])(O)=O.[Na+].C(OCC)(=O)C. Product: [F:16][CH2:2][C:3](=[CH2:9])[C:4]([O:6][CH2:7][CH3:8])=[O:5]. The catalyst class is: 2. (2) Reactant: Br[C:2]1[CH:3]=[CH:4][C:5]2[C:6]3[CH2:15][CH2:14][CH2:13][C:7]=3[C:8](=[O:12])[NH:9][C:10]=2[CH:11]=1.[CH:16]([Sn](CCCC)(CCCC)CCCC)=[CH2:17]. Product: [CH:16]([C:2]1[CH:3]=[CH:4][C:5]2[C:6]3[CH2:15][CH2:14][CH2:13][C:7]=3[C:8](=[O:12])[NH:9][C:10]=2[CH:11]=1)=[CH2:17]. The catalyst class is: 73.